Dataset: Forward reaction prediction with 1.9M reactions from USPTO patents (1976-2016). Task: Predict the product of the given reaction. (1) Given the reactants Cl.[CH3:2][O:3][C:4]1[CH:5]=[C:6]([CH:11]=[CH:12][C:13]=1[C:14]1[O:18][C:17]([CH3:19])=[N:16][CH:15]=1)[C:7]([NH:9][NH2:10])=[O:8].[Cl:20][CH2:21][CH2:22][CH2:23][CH:24]([C:28]1[CH:33]=[CH:32][C:31]([C:34]([F:37])([F:36])[F:35])=[CH:30][CH:29]=1)[C:25](O)=[O:26].C(N(CC)CC)C.P(C#N)(OCC)(OCC)=O, predict the reaction product. The product is: [Cl:20][CH2:21][CH2:22][CH2:23][CH:24]([C:28]1[CH:29]=[CH:30][C:31]([C:34]([F:35])([F:36])[F:37])=[CH:32][CH:33]=1)[C:25]([NH:10][NH:9][C:7](=[O:8])[C:6]1[CH:11]=[CH:12][C:13]([C:14]2[O:18][C:17]([CH3:19])=[N:16][CH:15]=2)=[C:4]([O:3][CH3:2])[CH:5]=1)=[O:26]. (2) Given the reactants [OH:1][C:2]1[CH:15]=[CH:14][C:5]2[C@H:6]([CH2:9][C:10]([O:12][CH3:13])=[O:11])[CH2:7][O:8][C:4]=2[CH:3]=1.[Cl:16][C:17]1[C:18]([CH3:41])=[C:19]([C:33]2[CH:38]=[CH:37][CH:36]=[C:35]([CH2:39]O)[CH:34]=2)[C:20]([CH3:32])=[C:21]([Cl:31])[C:22]=1[O:23][CH2:24][CH2:25][CH2:26][S:27]([CH3:30])(=[O:29])=[O:28].C(P(CCCC)CCCC)CCC.N(C(N1CCCCC1)=O)=NC(N1CCCCC1)=O, predict the reaction product. The product is: [Cl:31][C:21]1[C:20]([CH3:32])=[C:19]([C:33]2[CH:38]=[CH:37][CH:36]=[C:35]([CH2:39][O:1][C:2]3[CH:15]=[CH:14][C:5]4[C@H:6]([CH2:9][C:10]([O:12][CH3:13])=[O:11])[CH2:7][O:8][C:4]=4[CH:3]=3)[CH:34]=2)[C:18]([CH3:41])=[C:17]([Cl:16])[C:22]=1[O:23][CH2:24][CH2:25][CH2:26][S:27]([CH3:30])(=[O:29])=[O:28]. (3) Given the reactants [C:1](=[O:4])([O-])[O-].[Cs+].[Cs+].Cl[C:8]1[C:9]2[N:17]=[CH:16][C:15](Cl)=[CH:14][C:10]=2N=C[N:13]=1.[CH2:19]([Si:21]([CH2:26][CH3:27])([CH2:24][CH3:25])[C:22]#[CH:23])[CH3:20], predict the reaction product. The product is: [CH3:1][O:4][C:15]1[CH:14]=[C:10]([C:20]#[C:19][Si:21]([CH2:26][CH3:27])([CH2:24][CH3:25])[CH2:22][CH3:23])[C:9]([C:8]#[N:13])=[N:17][CH:16]=1. (4) Given the reactants [Cl:1][C:2]1[CH:18]=[C:17]([C:19]#[N:20])[CH:16]=[C:15]([F:21])[C:3]=1[C:4]([NH:6][C:7]1[CH:12]=[CH:11][N:10]=[C:9]([Cl:13])[C:8]=1[F:14])=O.S(Cl)([Cl:24])=O, predict the reaction product. The product is: [Cl:1][C:2]1[CH:18]=[C:17]([C:19]#[N:20])[CH:16]=[C:15]([F:21])[C:3]=1[C:4]([Cl:24])=[N:6][C:7]1[CH:12]=[CH:11][N:10]=[C:9]([Cl:13])[C:8]=1[F:14]. (5) Given the reactants [CH2:1]([S:3]([C:6]1[CH:7]=[CH:8][C:9]2[O:13][C:12](S)=[N:11][C:10]=2[CH:15]=1)(=[O:5])=[O:4])[CH3:2].S(Cl)([Cl:18])=O, predict the reaction product. The product is: [Cl:18][C:12]1[O:13][C:9]2[CH:8]=[CH:7][C:6]([S:3]([CH2:1][CH3:2])(=[O:5])=[O:4])=[CH:15][C:10]=2[N:11]=1. (6) The product is: [CH3:1][N:2]1[C:6]2[CH:7]=[C:8]([O:11][CH2:12][CH2:13][CH3:14])[CH:9]=[CH:10][C:5]=2[N:4]([CH2:15][C:16]2[CH:17]=[CH:18][C:19]([C:20]([NH:43][C:42]3[NH:41][N:40]=[N:39][N:38]=3)=[O:21])=[CH:23][CH:24]=2)[C:3]1=[N:25][C:26]1[CH:27]=[CH:28][C:29]([C:32]2[CH:36]=[CH:35][S:34][CH:33]=2)=[CH:30][CH:31]=1. Given the reactants [CH3:1][N:2]1[C:6]2[CH:7]=[C:8]([O:11][CH2:12][CH2:13][CH3:14])[CH:9]=[CH:10][C:5]=2[N:4]([CH2:15][C:16]2[CH:24]=[CH:23][C:19]([C:20](O)=[O:21])=[CH:18][CH:17]=2)[C:3]1=[N:25][C:26]1[CH:31]=[CH:30][C:29]([C:32]2[CH:36]=[CH:35][S:34][CH:33]=2)=[CH:28][CH:27]=1.O.[NH:38]1[C:42]([NH2:43])=[N:41][N:40]=[N:39]1.C1C=CC2N(O)N=NC=2C=1.C(Cl)CCl.CCN(C(C)C)C(C)C, predict the reaction product.